Dataset: Catalyst prediction with 721,799 reactions and 888 catalyst types from USPTO. Task: Predict which catalyst facilitates the given reaction. (1) Reactant: O.[CH3:2][C:3]([NH:6][C:7]([C@H:9]1[N:18]([CH2:19][C@@H:20]([OH:50])[C@@H:21]([NH:29][C:30]([C@@H:32]([NH:37][C:38]([C:40]2[CH:41]=[CH:42][C:43]3[CH:44]=[CH:45][CH:46]=[CH:47][C:48]=3[N:49]=2)=[O:39])[CH2:33][C:34]([NH2:36])=[O:35])=[O:31])[CH2:22][C:23]2[CH:24]=[CH:25][CH:26]=[CH:27][CH:28]=2)[CH2:17][C@@H:16]2[C@@H:11]([CH2:12][CH2:13][CH2:14][CH2:15]2)[CH2:10]1)=[O:8])([CH3:5])[CH3:4].CS(O)(=O)=O.ClCCl.[OH-].[Na+]. Product: [CH3:5][C:3]([NH:6][C:7]([C@H:9]1[N:18]([CH2:19][C@@H:20]([OH:50])[C@@H:21]([NH:29][C:30]([C@@H:32]([NH:37][C:38]([C:40]2[CH:41]=[CH:42][C:43]3[CH:44]=[CH:45][CH:46]=[CH:47][C:48]=3[N:49]=2)=[O:39])[CH2:33][C:34]([NH2:36])=[O:35])=[O:31])[CH2:22][C:23]2[CH:28]=[CH:27][CH:26]=[CH:25][CH:24]=2)[CH2:17][C@@H:16]2[C@@H:11]([CH2:12][CH2:13][CH2:14][CH2:15]2)[CH2:10]1)=[O:8])([CH3:2])[CH3:4]. The catalyst class is: 21. (2) Reactant: [CH3:1][C:2]1[C:7]([C:8]([O:10][CH2:11][CH3:12])=[O:9])=[C:6]([S:13][CH3:14])[N:5]=[C:4]([C:15]2[CH:20]=[CH:19][CH:18]=[CH:17][CH:16]=2)[N:3]=1.[Se](=O)=[O:22].O. Product: [CH:1]([C:2]1[C:7]([C:8]([O:10][CH2:11][CH3:12])=[O:9])=[C:6]([S:13][CH3:14])[N:5]=[C:4]([C:15]2[CH:20]=[CH:19][CH:18]=[CH:17][CH:16]=2)[N:3]=1)=[O:22]. The catalyst class is: 12. (3) Reactant: [C:1]([C:3]1[C:8]([C:9]([F:12])([F:11])[F:10])=[CH:7][C:6]([N+:13]([O-])=O)=[CH:5][N:4]=1)#[N:2].[H][H]. Product: [C:1]([C:3]1[C:8]([C:9]([F:12])([F:10])[F:11])=[CH:7][C:6]([NH2:13])=[CH:5][N:4]=1)#[N:2]. The catalyst class is: 181.